From a dataset of Full USPTO retrosynthesis dataset with 1.9M reactions from patents (1976-2016). Predict the reactants needed to synthesize the given product. Given the product [F:1][C:2]1[CH:12]=[N:11][C:5]2[N:6]([C:14]([NH:30][CH:29]([C:31]3[CH:32]=[CH:33][C:34]([O:37][C:38]([F:39])([F:40])[F:41])=[CH:35][CH:36]=3)[CH2:28][O:27][CH3:26])=[O:17])[CH2:7][C:8](=[O:10])[NH:9][C:4]=2[CH:3]=1, predict the reactants needed to synthesize it. The reactants are: [F:1][C:2]1[CH:12]=[N:11][C:5]2[NH:6][CH2:7][C:8](=[O:10])[NH:9][C:4]=2[CH:3]=1.Cl[C:14]([O:17]C(=O)OC(Cl)(Cl)Cl)(Cl)Cl.Cl.[CH3:26][O:27][CH2:28][CH:29]([C:31]1[CH:36]=[CH:35][C:34]([O:37][C:38]([F:41])([F:40])[F:39])=[CH:33][CH:32]=1)[NH2:30].